Dataset: Full USPTO retrosynthesis dataset with 1.9M reactions from patents (1976-2016). Task: Predict the reactants needed to synthesize the given product. (1) Given the product [CH3:1][O:2][C:3]1[CH:12]=[CH:11][C:10]([N:13]2[C:17]([S:18]([CH3:21])(=[O:20])=[O:19])=[N:16][N:15]=[N:14]2)=[CH:9][C:4]=1[C:5]([OH:7])=[O:6], predict the reactants needed to synthesize it. The reactants are: [CH3:1][O:2][C:3]1[CH:12]=[CH:11][C:10]([N:13]2[C:17]([S:18]([CH3:21])(=[O:20])=[O:19])=[N:16][N:15]=[N:14]2)=[CH:9][C:4]=1[C:5]([O:7]C)=[O:6].CO.[OH-].[Na+].Cl. (2) Given the product [CH2:28]([O:27][C@@H:5]([CH2:6][C:7]1[CH:12]=[CH:11][C:10]([O:13][CH2:14][CH2:15][C:16]2[CH:17]=[CH:18][C:19]([NH:22][C:23]([O:25][CH3:26])=[O:24])=[CH:20][CH:21]=2)=[CH:9][CH:8]=1)[C:4]([OH:30])=[O:3])[CH3:29], predict the reactants needed to synthesize it. The reactants are: C([O:3][C:4](=[O:30])[C@@H:5]([O:27][CH2:28][CH3:29])[CH2:6][C:7]1[CH:12]=[CH:11][C:10]([O:13][CH2:14][CH2:15][C:16]2[CH:21]=[CH:20][C:19]([NH:22][C:23]([O:25][CH3:26])=[O:24])=[CH:18][CH:17]=2)=[CH:9][CH:8]=1)C.[OH-].[Li+].Cl. (3) Given the product [Br:25][C:26]1[CH:27]=[C:28]([CH2:32][S:33]([NH:1][C:2]2[CH:7]=[CH:6][C:5]([N:8]3[C:14](=[O:15])[CH2:13][C:12](=[O:16])[NH:11][C:10]4[C:17]5[C:22]([CH:23]=[CH:24][C:9]3=4)=[CH:21][CH:20]=[CH:19][CH:18]=5)=[CH:4][CH:3]=2)(=[O:35])=[O:34])[CH:29]=[CH:30][CH:31]=1, predict the reactants needed to synthesize it. The reactants are: [NH2:1][C:2]1[CH:7]=[CH:6][C:5]([N:8]2[C:14](=[O:15])[CH2:13][C:12](=[O:16])[NH:11][C:10]3[C:17]4[C:22]([CH:23]=[CH:24][C:9]2=3)=[CH:21][CH:20]=[CH:19][CH:18]=4)=[CH:4][CH:3]=1.[Br:25][C:26]1[CH:27]=[C:28]([CH2:32][S:33](Cl)(=[O:35])=[O:34])[CH:29]=[CH:30][CH:31]=1.